This data is from Reaction yield outcomes from USPTO patents with 853,638 reactions. The task is: Predict the reaction yield, written as a fraction of the theoretical maximum amount of product (1.0 means a 100% yield; for example, 0.34 means a 34% yield). (1) The reactants are [CH2:1]([N:4]1[C:8]2[CH:9]=[CH:10][CH:11]=[CH:12][C:7]=2[N:6]=[C:5]1[O:13][C:14]1[C:23](Br)=[CH:22][CH:21]=[C:20]2[C:15]=1[CH2:16][CH2:17][C@H:18]([CH3:25])[NH:19]2)[CH:2]=[CH2:3].[CH:26]1([N:29]2[CH:33]=[C:32](B3OC(C)(C)C(C)(C)O3)[CH:31]=[N:30]2)[CH2:28][CH2:27]1.C(=O)([O-])[O-].[K+].[K+]. The catalyst is O1CCOCC1.O.C1C=CC(P(C2C=CC=CC=2)[C-]2C=CC=C2)=CC=1.C1C=CC(P(C2C=CC=CC=2)[C-]2C=CC=C2)=CC=1.Cl[Pd]Cl.[Fe+2].ClCCl. The product is [CH:26]1([N:29]2[CH:33]=[C:32]([C:23]3[C:14]([O:13][C:5]4[N:4]([CH:1]=[CH:2][CH3:3])[C:8]5[CH:9]=[CH:10][CH:11]=[CH:12][C:7]=5[N:6]=4)=[C:15]4[C:20](=[CH:21][CH:22]=3)[NH:19][C@@H:18]([CH3:25])[CH2:17][CH2:16]4)[CH:31]=[N:30]2)[CH2:28][CH2:27]1. The yield is 0.860. (2) The reactants are [OH:1][C@H:2]1[CH2:7][CH2:6][C@H:5]([C:8]([O:10][CH3:11])=[O:9])[CH2:4][CH2:3]1.N1C=CN=C1.[C:17]([Si:21](Cl)([CH3:23])[CH3:22])([CH3:20])([CH3:19])[CH3:18]. The catalyst is CN(C=O)C. The product is [Si:21]([O:1][C@H:2]1[CH2:3][CH2:4][C@H:5]([C:8]([O:10][CH3:11])=[O:9])[CH2:6][CH2:7]1)([C:17]([CH3:20])([CH3:19])[CH3:18])([CH3:23])[CH3:22]. The yield is 0.960. (3) The reactants are [OH-].[K+].[Cl:3][C:4]1[CH:9]=[CH:8][C:7]([CH2:10][OH:11])=[CH:6][CH:5]=1.Cl[C:13]1[N:18]=[CH:17][NH:16][C:15]2=[N:19][CH:20]=[CH:21][C:14]=12. The catalyst is O. The product is [Cl:3][C:4]1[CH:9]=[CH:8][C:7]([CH2:10][O:11][C:13]2[C:14]3[CH:21]=[CH:20][NH:19][C:15]=3[N:16]=[CH:17][N:18]=2)=[CH:6][CH:5]=1. The yield is 0.250. (4) The reactants are Cl[C:2]1[CH:15]=[CH:14][C:13]2[S:12][C:11]3[C:6](=[CH:7][CH:8]=[CH:9][CH:10]=3)[NH:5][C:4]=2[CH:3]=1.[CH2:16](OCC)C. No catalyst specified. The product is [CH3:16][C:3]1[C:4]2[NH:5][C:6]3[C:11](=[CH:10][CH:9]=[CH:8][CH:7]=3)[S:12][C:13]=2[CH:14]=[CH:15][CH:2]=1. The yield is 0.370. (5) The reactants are [CH3:1][C:2]1[O:3][CH:4]=[CH:5][C:6]=1[C:7]1[C:17]2[O:16][CH2:15][CH2:14][N:13](C(OC(C)(C)C)=O)[CH2:12][C:11]=2[CH:10]=[CH:9][CH:8]=1.C(OCC)(=O)C.[ClH:31]. The catalyst is C(OCC)(=O)C. The product is [ClH:31].[CH3:1][C:2]1[O:3][CH:4]=[CH:5][C:6]=1[C:7]1[C:17]2[O:16][CH2:15][CH2:14][NH:13][CH2:12][C:11]=2[CH:10]=[CH:9][CH:8]=1. The yield is 0.950. (6) The reactants are [CH3:1][O:2][C:3]1[CH:8]=[CH:7][C:6]([CH2:9][N:10]2[CH:27]([C:28]3[CH:33]=[CH:32][CH:31]=[CH:30][CH:29]=3)[CH2:26][O:25][C:12]3([CH2:17][CH2:16][N:15](C(OC(C)(C)C)=O)[CH2:14][CH2:13]3)[CH2:11]2)=[CH:5][CH:4]=1.Cl. The catalyst is C(Cl)Cl. The product is [CH3:1][O:2][C:3]1[CH:4]=[CH:5][C:6]([CH2:9][N:10]2[CH:27]([C:28]3[CH:33]=[CH:32][CH:31]=[CH:30][CH:29]=3)[CH2:26][O:25][C:12]3([CH2:13][CH2:14][NH:15][CH2:16][CH2:17]3)[CH2:11]2)=[CH:7][CH:8]=1. The yield is 0.930. (7) The reactants are [C:1]1([CH2:7][C:8]([OH:10])=[O:9])[CH:6]=[CH:5][CH:4]=[CH:3][CH:2]=1.Cl(O)(=O)(=O)=O.C([O-])(O)=O.[Na+].CCOCC.[C:26](OC(C)=O)([CH3:29])([CH3:28])[CH3:27]. No catalyst specified. The product is [C:1]1([CH2:7][C:8]([O:10][C:26]([CH3:29])([CH3:28])[CH3:27])=[O:9])[CH:6]=[CH:5][CH:4]=[CH:3][CH:2]=1. The yield is 0.680. (8) The reactants are [C:1]([O:5][C:6](=[O:15])[NH:7][C@@H:8]([CH2:11][CH:12]([CH3:14])[CH3:13])[CH2:9][OH:10])([CH3:4])([CH3:3])[CH3:2].Cl[C:17]1[CH:18]=[CH:19][C:20]2[C:32]3[C:27](=[CH:28][N:29]=[C:30]([NH:33][C:34](=[O:36])[CH3:35])[CH:31]=3)[CH2:26][O:25][C:21]=2[C:22]=1[O:23][CH3:24]. No catalyst specified. The product is [C:1]([O:5][C:6](=[O:15])[NH:7][C@@H:8]([CH2:11][CH:12]([CH3:13])[CH3:14])[CH2:9][O:10][C:17]1[CH:18]=[CH:19][C:20]2[C:32]3[C:27](=[CH:28][N:29]=[C:30]([NH:33][C:34](=[O:36])[CH3:35])[CH:31]=3)[CH2:26][O:25][C:21]=2[C:22]=1[O:23][CH3:24])([CH3:4])([CH3:3])[CH3:2]. The yield is 0.600. (9) The reactants are C[O:2][C:3](=[O:10])[CH2:4][CH2:5][C:6]([CH3:9])([CH3:8])[CH3:7].[OH-].[Na+]. The catalyst is O.C(Cl)Cl. The product is [CH3:7][C:6]([CH3:9])([CH3:8])[CH2:5][CH2:4][C:3]([OH:10])=[O:2]. The yield is 0.850. (10) The catalyst is C1(C)C=CC=CC=1. The product is [Br:13][C:14]1[C:22]2[C:17](=[CH:18][CH:19]=[CH:20][CH:21]=2)[NH:16][C:15]=1[C:23]([O:25][C:4]([CH3:9])([CH3:5])[CH3:3])=[O:24]. The reactants are N1[C:9]2[C:4](=[CH:5]C=CC=2)[CH:3]=C1C(O)=O.[Br:13][C:14]1[C:22]2[C:17](=[CH:18][CH:19]=[CH:20][CH:21]=2)[NH:16][C:15]=1[C:23]([OH:25])=[O:24].C(OC(OC(C)(C)C)N(C)C)(C)(C)C. The yield is 1.00.